Dataset: Peptide-MHC class I binding affinity with 185,985 pairs from IEDB/IMGT. Task: Regression. Given a peptide amino acid sequence and an MHC pseudo amino acid sequence, predict their binding affinity value. This is MHC class I binding data. (1) The binding affinity (normalized) is 0.0847. The MHC is HLA-B08:01 with pseudo-sequence HLA-B08:01. The peptide sequence is DISPTNIPL. (2) The binding affinity (normalized) is 0.0847. The peptide sequence is EKAAWGVAL. The MHC is HLA-A01:01 with pseudo-sequence HLA-A01:01. (3) The peptide sequence is LFLDGIDKA. The MHC is HLA-A33:01 with pseudo-sequence HLA-A33:01. The binding affinity (normalized) is 0. (4) The peptide sequence is RTWKVLSIMA. The MHC is HLA-A02:01 with pseudo-sequence HLA-A02:01. The binding affinity (normalized) is 0.164. (5) The peptide sequence is RSFKDLLKK. The MHC is HLA-A11:01 with pseudo-sequence HLA-A11:01. The binding affinity (normalized) is 0.754.